From a dataset of Forward reaction prediction with 1.9M reactions from USPTO patents (1976-2016). Predict the product of the given reaction. (1) Given the reactants [Cl:1][C:2]1[CH:3]=[CH:4][C:5]2[NH:11][C:10]3[CH:12]=[CH:13][CH:14]=[CH:15][C:9]=3[C:8](=O)[NH:7][C:6]=2[CH:17]=1.[CH3:18][CH:19]1[CH2:24][NH:23][CH2:22][CH2:21][NH:20]1, predict the reaction product. The product is: [Cl:1][C:2]1[CH:3]=[CH:4][C:5]2[NH:11][C:10]3[CH:12]=[CH:13][CH:14]=[CH:15][C:9]=3[C:8]([N:23]3[CH2:22][CH2:21][NH:20][CH:19]([CH3:18])[CH2:24]3)=[N:7][C:6]=2[CH:17]=1. (2) Given the reactants [Cl:1][C:2]1[C:10]2[N:9]=[C:8]([CH2:11][CH3:12])[N:7]([CH2:13][C:14]([O:16]C(C)(C)C)=[O:15])[C:6]=2[CH:5]=[CH:4][C:3]=1[C:21]#[N:22].[SiH](CC)(CC)CC, predict the reaction product. The product is: [Cl:1][C:2]1[C:10]2[N:9]=[C:8]([CH2:11][CH3:12])[N:7]([CH2:13][C:14]([OH:16])=[O:15])[C:6]=2[CH:5]=[CH:4][C:3]=1[C:21]#[N:22]. (3) Given the reactants [Li+].CC([N-]C(C)C)C.[C:9]([C:11]1[C:16]([F:17])=[CH:15][CH:14]=[CH:13][N:12]=1)#[N:10].[I:18]I, predict the reaction product. The product is: [F:17][C:16]1[C:11]([C:9]#[N:10])=[N:12][CH:13]=[CH:14][C:15]=1[I:18]. (4) The product is: [F:1][C:2]1[CH:13]=[CH:12][C:5]([CH2:6][N:7]2[C:11]3[CH:16]=[C:17]([C:18]([O:20][CH2:21][CH3:22])=[O:19])[N:23]=[CH:24][C:10]=3[CH:9]=[CH:8]2)=[CH:4][CH:3]=1. Given the reactants [F:1][C:2]1[CH:13]=[CH:12][C:5]([CH2:6][N:7]2[CH:11]=[CH:10][CH:9]=[CH:8]2)=[CH:4][CH:3]=1.CN(C)[CH:16]=[C:17]([N:23]=[CH:24]N(C)C)[C:18]([O:20][CH2:21][CH3:22])=[O:19].FC(F)(F)C(O)=O, predict the reaction product. (5) Given the reactants [H-].[Na+].[I-].C[S+](C)(C)=O.[Br:9][C:10]1[CH:11]=[C:12](/[CH:16]=[CH:17]/[C:18]([O:20][CH3:21])=[O:19])[CH:13]=[N:14][CH:15]=1.[CH3:22]COC(C)=O, predict the reaction product. The product is: [Br:9][C:10]1[CH:11]=[C:12]([CH:16]2[CH2:22][CH:17]2[C:18]([O:20][CH3:21])=[O:19])[CH:13]=[N:14][CH:15]=1. (6) Given the reactants [C:1]1([N:11]2[CH2:16][CH2:15][NH:14][CH2:13][CH2:12]2)[C:10]2[C:5](=[CH:6][CH:7]=[CH:8][CH:9]=2)[CH:4]=[CH:3][CH:2]=1.Br[CH2:18][CH2:19][C:20]1[CH:29]=[CH:28][C:23]2[NH:24][C:25](=[O:27])[O:26][C:22]=2[CH:21]=1.C(N(CC)CC)C.[I-].[Na+], predict the reaction product. The product is: [C:1]1([N:11]2[CH2:16][CH2:15][N:14]([CH2:18][CH2:19][C:20]3[CH:29]=[CH:28][C:23]4[NH:24][C:25](=[O:27])[O:26][C:22]=4[CH:21]=3)[CH2:13][CH2:12]2)[C:10]2[C:5](=[CH:6][CH:7]=[CH:8][CH:9]=2)[CH:4]=[CH:3][CH:2]=1. (7) Given the reactants [Cl:1][S:2]([C:5]1[CH:6]=[CH:7][C:8]([O:14][CH3:15])=[C:9]([CH:13]=1)[C:10](O)=[O:11])(=[O:4])=[O:3].C(Cl)(C(Cl)=O)=O.[CH3:22][NH:23][CH3:24].C1COCC1, predict the reaction product. The product is: [CH3:22][N:23]([CH3:24])[C:10]([C:9]1[CH:13]=[C:5]([S:2]([Cl:1])(=[O:4])=[O:3])[CH:6]=[CH:7][C:8]=1[O:14][CH3:15])=[O:11]. (8) Given the reactants [F:1][C:2]([F:16])([F:15])[C:3]1[CH:4]=[C:5]([CH:8]=[C:9]([C:11]([F:14])([F:13])[F:12])[CH:10]=1)[CH:6]=O.[NH2:17][C:18]1[N:19]=[N:20][N:21]([CH3:23])[N:22]=1, predict the reaction product. The product is: [F:1][C:2]([F:16])([F:15])[C:3]1[CH:4]=[C:5]([CH:8]=[C:9]([C:11]([F:14])([F:13])[F:12])[CH:10]=1)[CH2:6][NH:17][C:18]1[N:19]=[N:20][N:21]([CH3:23])[N:22]=1.